This data is from Reaction yield outcomes from USPTO patents with 853,638 reactions. The task is: Predict the reaction yield, written as a fraction of the theoretical maximum amount of product (1.0 means a 100% yield; for example, 0.34 means a 34% yield). The product is [NH2:42][C:2]1[N:7]=[C:6]([C:8]2[S:12][C:11]([N:13]3[CH2:18][CH2:17][N:16]([S:19]([CH3:22])(=[O:21])=[O:20])[CH2:15][CH2:14]3)=[N:10][C:9]=2[C:23]2[C:24]([F:41])=[C:25]([NH:29][S:30]([C:33]3[CH:38]=[C:37]([F:39])[CH:36]=[CH:35][C:34]=3[F:40])(=[O:32])=[O:31])[CH:26]=[CH:27][CH:28]=2)[CH:5]=[CH:4][N:3]=1. The yield is 1.00. The catalyst is CO. The reactants are Cl[C:2]1[N:7]=[C:6]([C:8]2[S:12][C:11]([N:13]3[CH2:18][CH2:17][N:16]([S:19]([CH3:22])(=[O:21])=[O:20])[CH2:15][CH2:14]3)=[N:10][C:9]=2[C:23]2[C:24]([F:41])=[C:25]([NH:29][S:30]([C:33]3[CH:38]=[C:37]([F:39])[CH:36]=[CH:35][C:34]=3[F:40])(=[O:32])=[O:31])[CH:26]=[CH:27][CH:28]=2)[CH:5]=[CH:4][N:3]=1.[NH4+:42].[OH-].C(Cl)Cl.